This data is from HIV replication inhibition screening data with 41,000+ compounds from the AIDS Antiviral Screen. The task is: Binary Classification. Given a drug SMILES string, predict its activity (active/inactive) in a high-throughput screening assay against a specified biological target. (1) The result is 0 (inactive). The molecule is Cc1nc(N)nc(N)c1CCCCc1ccc(N)cc1.O=S(=O)(O)O. (2) The compound is CNS(=O)(=O)c1c(NC=O)ncn1C. The result is 0 (inactive). (3) The molecule is CN(N=C(C(=O)O)c1ccccc1)C1=NCCCN1.I. The result is 0 (inactive).